Dataset: Full USPTO retrosynthesis dataset with 1.9M reactions from patents (1976-2016). Task: Predict the reactants needed to synthesize the given product. Given the product [C:1]([C@:5]12[C@:16]3([CH3:17])[C@H:11]([C@@H:12]4[CH2:26][CH2:25][C:24]5[C@:19]([CH3:28])([CH2:20][CH2:21][C:22](=[O:27])[CH:23]=5)[C@H:13]4[C@@H:14]([OH:18])[CH2:15]3)[CH2:10][C@H:9]1[O:8][CH:7]([CH2:29][CH2:30][CH3:31])[O:6]2)(=[O:4])[CH2:2][OH:3], predict the reactants needed to synthesize it. The reactants are: [C:1]([C@:5]12[C@:16]3([CH3:17])[C@H:11]([C@@H:12]4[CH2:26][CH2:25][C:24]5[C@:19]([CH3:28])([CH:20]=[CH:21][C:22](=[O:27])[CH:23]=5)[C@H:13]4[C@@H:14]([OH:18])[CH2:15]3)[CH2:10][C@H:9]1[O:8][CH:7]([CH2:29][CH2:30][CH3:31])[O:6]2)(=[O:4])[CH2:2][OH:3].